This data is from Reaction yield outcomes from USPTO patents with 853,638 reactions. The task is: Predict the reaction yield, written as a fraction of the theoretical maximum amount of product (1.0 means a 100% yield; for example, 0.34 means a 34% yield). (1) The catalyst is O1CCCC1. The product is [CH2:24]([O:23][C:5]1[C:4]2[C:9](=[CH:10][CH:11]=[C:2]([F:1])[CH:3]=2)[C:8](=[O:12])[N:7]([CH2:13][C:14]([CH3:17])([CH3:15])[CH3:16])[C:6]=1[C:18]([O:20][CH2:21][CH3:22])=[O:19])[CH2:25][CH2:26][CH3:27]. The reactants are [F:1][C:2]1[CH:3]=[C:4]2[C:9](=[CH:10][CH:11]=1)[C:8](=[O:12])[N:7]([CH2:13][C:14]([CH3:17])([CH3:16])[CH3:15])[C:6]([C:18]([O:20][CH2:21][CH3:22])=[O:19])=[C:5]2[OH:23].[CH2:24](O)[CH2:25][CH2:26][CH3:27].C(P(CCCC)CCCC)CCC. The yield is 0.942. (2) The reactants are [Cl:1][C:2]1[CH:21]=[C:20]([Cl:22])[CH:19]=[CH:18][C:3]=1[CH2:4][N:5]1[C:9]([CH2:10][CH2:11][C:12]([O:14][CH2:15][CH3:16])=[O:13])=[CH:8][C:7]([OH:17])=[N:6]1.Br[CH2:24][C:25]([O:27][C:28]([CH3:31])([CH3:30])[CH3:29])=[O:26].C(=O)([O-])[O-].[K+].[K+]. The catalyst is CN(C)C=O. The product is [C:28]([O:27][C:25](=[O:26])[CH2:24][O:17][C:7]1[CH:8]=[C:9]([CH2:10][CH2:11][C:12]([O:14][CH2:15][CH3:16])=[O:13])[N:5]([CH2:4][C:3]2[CH:18]=[CH:19][C:20]([Cl:22])=[CH:21][C:2]=2[Cl:1])[N:6]=1)([CH3:31])([CH3:30])[CH3:29]. The yield is 0.760. (3) The reactants are [F:1][C:2]1[CH:3]=[N:4][C:5]([NH:11][CH:12]2[CH2:17][CH2:16][S:15][CH2:14][CH2:13]2)=[C:6]([CH:10]=1)[C:7]([OH:9])=O.[NH2:18][C@@H:19]1[CH2:24][CH2:23][C@H:22]([NH:25][C:26](=[O:32])[O:27][C:28]([CH3:31])([CH3:30])[CH3:29])[CH2:21][CH2:20]1.CN(C(ON1N=NC2C=CC=NC1=2)=[N+](C)C)C.F[P-](F)(F)(F)(F)F.C1C=NC2N(O)N=NC=2C=1.CCN(C(C)C)C(C)C. The catalyst is CN1C(=O)CCC1.C(OCC)(=O)C. The product is [F:1][C:2]1[CH:10]=[C:6]([C:7]([NH:18][C@@H:19]2[CH2:24][CH2:23][C@H:22]([NH:25][C:26](=[O:32])[O:27][C:28]([CH3:30])([CH3:29])[CH3:31])[CH2:21][CH2:20]2)=[O:9])[C:5]([NH:11][CH:12]2[CH2:17][CH2:16][S:15][CH2:14][CH2:13]2)=[N:4][CH:3]=1. The yield is 0.810. (4) The reactants are [C:1]([C:3]12[CH2:18][C:17]([CH3:22])([C:19](O)=[O:20])[CH:10]([C:11]3[CH:12]=[CH:13][CH:14]=[CH:15][C:16]=31)[C:9]1[C:4]2=[CH:5][CH:6]=[CH:7][CH:8]=1)#[N:2].N1C=CC=CC=1.N1C(F)=NC(F)=NC=1[F:31]. The catalyst is C(Cl)Cl.Cl. The product is [C:1]([C:3]12[CH2:18][C:17]([CH3:22])([C:19]([F:31])=[O:20])[CH:10]([C:11]3[CH:12]=[CH:13][CH:14]=[CH:15][C:16]=31)[C:9]1[C:4]2=[CH:5][CH:6]=[CH:7][CH:8]=1)#[N:2]. The yield is 0.910. (5) The reactants are [Si]([O:8][CH:9]([CH2:29][CH2:30][CH2:31][CH2:32][CH2:33][CH2:34][CH2:35][C:36]([O:38][CH2:39]/[CH:40]=[CH:41]\[CH2:42][CH2:43][CH2:44][CH2:45][CH2:46][CH3:47])=[O:37])[CH2:10][CH2:11][CH2:12][CH2:13][CH2:14][CH2:15][CH2:16][C:17]([O:19][CH2:20]/[CH:21]=[CH:22]\[CH2:23][CH2:24][CH2:25][CH2:26][CH2:27][CH3:28])=[O:18])(C(C)(C)C)(C)C. The catalyst is CCCC[N+](CCCC)(CCCC)CCCC.[F-].C1COCC1.O. The product is [OH:8][CH:9]([CH2:10][CH2:11][CH2:12][CH2:13][CH2:14][CH2:15][CH2:16][C:17]([O:19][CH2:20]/[CH:21]=[CH:22]\[CH2:23][CH2:24][CH2:25][CH2:26][CH2:27][CH3:28])=[O:18])[CH2:29][CH2:30][CH2:31][CH2:32][CH2:33][CH2:34][CH2:35][C:36]([O:38][CH2:39]/[CH:40]=[CH:41]\[CH2:42][CH2:43][CH2:44][CH2:45][CH2:46][CH3:47])=[O:37]. The yield is 0.390. (6) The reactants are [C:1]([N:4]([CH2:17][C:18]1[CH:19]=[C:20]([C:24]2[C:29]([CH3:30])=[CH:28][CH:27]=[CH:26][C:25]=2[CH3:31])[CH:21]=[CH:22][CH:23]=1)[C:5]1[CH:10]=[CH:9][C:8]([CH2:11][CH2:12][C:13]([O:15]C)=[O:14])=[CH:7][CH:6]=1)(=[O:3])[CH3:2].[OH-].[Na+].O.C(O)(=O)CC(CC(O)=O)(C(O)=O)O. The catalyst is CO.O1CCCC1. The product is [C:1]([N:4]([CH2:17][C:18]1[CH:19]=[C:20]([C:24]2[C:25]([CH3:31])=[CH:26][CH:27]=[CH:28][C:29]=2[CH3:30])[CH:21]=[CH:22][CH:23]=1)[C:5]1[CH:10]=[CH:9][C:8]([CH2:11][CH2:12][C:13]([OH:15])=[O:14])=[CH:7][CH:6]=1)(=[O:3])[CH3:2]. The yield is 0.690. (7) The reactants are [CH3:1][N:2]1[CH:6]=[C:5]([C:7]2[N:12]=[N:11][C:10]([NH:13][NH2:14])=[CH:9][CH:8]=2)[CH:4]=[N:3]1.[OH-].[K+].[C:17](=S)=[S:18]. The catalyst is C(O)C.O. The product is [CH3:1][N:2]1[CH:6]=[C:5]([C:7]2[CH:8]=[CH:9][C:10]3[N:11]([C:17]([SH:18])=[N:14][N:13]=3)[N:12]=2)[CH:4]=[N:3]1. The yield is 0.805. (8) The reactants are [CH3:1][C:2]1[C:6]2[C:7](=[O:20])[N:8]([CH2:12][CH2:13][N:14]3[CH2:19][CH2:18][CH2:17][CH2:16][CH2:15]3)[CH2:9][CH2:10][CH2:11][C:5]=2[NH:4][C:3]=1[CH:21]=O.[F:23][C:24]1[C:29]([F:30])=[CH:28][CH:27]=[CH:26][C:25]=1[C:31]1[CH:39]=[CH:38][CH:37]=[C:36]2[C:32]=1[CH2:33][C:34](=[O:40])[NH:35]2. No catalyst specified. The product is [F:23][C:24]1[C:29]([F:30])=[CH:28][CH:27]=[CH:26][C:25]=1[C:31]1[CH:39]=[CH:38][CH:37]=[C:36]2[C:32]=1[C:33](=[CH:21][C:3]1[NH:4][C:5]3[CH2:11][CH2:10][CH2:9][N:8]([CH2:12][CH2:13][N:14]4[CH2:19][CH2:18][CH2:17][CH2:16][CH2:15]4)[C:7](=[O:20])[C:6]=3[C:2]=1[CH3:1])[C:34](=[O:40])[NH:35]2. The yield is 0.809. (9) The catalyst is CO.[OH-].[OH-].[Pd+2]. The product is [CH:2]([C:4]1[CH:5]=[CH:6][C:7]([CH2:10][OH:11])=[N:8][CH:9]=1)([CH3:3])[CH3:1]. The reactants are [CH2:1]=[C:2]([C:4]1[CH:5]=[CH:6][C:7]([CH:10]=[O:11])=[N:8][CH:9]=1)[CH3:3].[H][H]. The yield is 0.840. (10) The reactants are [CH3:1][C@@H:2]1[N:23]2[C:6]3[C:7]([C:19]([C:21]([C:24]([OH:26])=[O:25])=[CH:22]2)=[O:20])=[CH:8][C:9]([F:18])=[C:10]([N:11]2[CH2:16][CH2:15][N:14]([CH3:17])[CH2:13][CH2:12]2)[C:5]=3[O:4][CH2:3]1. The catalyst is CCCCO. The product is [CH3:1][C@@H:2]1[N:23]2[CH:22]=[C:21]([C:24]([OH:26])=[O:25])[C:19]([C:7]3=[CH:8][C:9]([F:18])=[C:10]([N:11]4[CH2:16][CH2:15][N:14]([CH3:17])[CH2:13][CH2:12]4)[C:5](=[C:6]23)[O:4][CH2:3]1)=[O:20].[CH3:1][C@@H:2]1[N:23]2[CH:22]=[C:21]([C:24]([OH:26])=[O:25])[C:19]([C:7]3=[CH:8][C:9]([F:18])=[C:10]([N:11]4[CH2:16][CH2:15][N:14]([CH3:17])[CH2:13][CH2:12]4)[C:5](=[C:6]23)[O:4][CH2:3]1)=[O:20].[OH2:4]. The yield is 0.810.